From a dataset of Forward reaction prediction with 1.9M reactions from USPTO patents (1976-2016). Predict the product of the given reaction. (1) Given the reactants [H-].[Na+].[C:3]([C:7]([CH2:10][OH:11])([F:9])[F:8])([F:6])([F:5])[F:4].[F:12][C:13]([F:21])([F:20])[C:14]1([F:19])[O:18][C:15]1(F)F.[OH-:22].[Na+].Cl, predict the reaction product. The product is: [C:3]([C:7]([CH2:10][O:11][C:14]([C:15]([OH:22])=[O:18])([C:13]([F:21])([F:20])[F:12])[F:19])([F:9])[F:8])([F:6])([F:5])[F:4]. (2) Given the reactants [Cl:1][C:2]1[CH:7]=[C:6]([NH:8]/[C:9](/SC)=[N:10]/[C:11]#[N:12])[CH:5]=[CH:4][C:3]=1[C:15]1[CH:20]=[CH:19][CH:18]=[CH:17][CH:16]=1.[NH2:21][NH2:22], predict the reaction product. The product is: [Cl:1][C:2]1[CH:7]=[C:6]([NH:8][C:9]2[N:10]=[C:11]([NH2:12])[NH:22][N:21]=2)[CH:5]=[CH:4][C:3]=1[C:15]1[CH:16]=[CH:17][CH:18]=[CH:19][CH:20]=1.